From a dataset of Catalyst prediction with 721,799 reactions and 888 catalyst types from USPTO. Predict which catalyst facilitates the given reaction. (1) Reactant: [CH3:1][O:2][CH2:3][CH2:4][O:5][C:6]1[CH:7]=[C:8]([NH2:20])[C:9](=[CH:13][C:14]=1[O:15][CH2:16][CH2:17][O:18][CH3:19])[C:10](O)=[O:11].[CH:21]([O-])([O-])OC.C([O-])(=O)C.[NH4+:30]. Product: [CH3:19][O:18][CH2:17][CH2:16][O:15][C:14]1[CH:13]=[C:9]2[C:8](=[CH:7][C:6]=1[O:5][CH2:4][CH2:3][O:2][CH3:1])[N:20]=[CH:21][NH:30][C:10]2=[O:11]. The catalyst class is: 5. (2) Reactant: B(F)(F)F.CCOCC.[Br:10][C:11]1[CH:16]=[CH:15][C:14]([OH:17])=[CH:13][CH:12]=1.[CH:18]1[CH2:23][CH2:22][CH2:21][CH2:20][CH:19]=1. Product: [Br:10][C:11]1[CH:16]=[CH:15][C:14]([O:17][CH:18]2[CH2:23][CH2:22][CH2:21][CH2:20][CH2:19]2)=[CH:13][CH:12]=1. The catalyst class is: 11. (3) Reactant: [NH2:1][CH2:2][CH2:3][NH:4][C:5]1[N:10]=[C:9]([O:11][CH3:12])[C:8]([NH:13][C:14]([C:16]2[O:17][C:18]([O:21][C:22]3[CH:27]=[C:26]([Si:28]([CH3:31])([CH3:30])[CH3:29])[CH:25]=[CH:24][C:23]=3[CH3:32])=[CH:19][CH:20]=2)=[O:15])=[C:7]([O:33][CH3:34])[N:6]=1.C(N(CC)CC)C.[C:42](N1C=CN=C1)(N1C=CN=C1)=[O:43].[Cl-].CO[NH3+]. Product: [CH3:12][O:11][C:9]1[C:8]([NH:13][C:14]([C:16]2[O:17][C:18]([O:21][C:22]3[CH:27]=[C:26]([Si:28]([CH3:31])([CH3:30])[CH3:29])[CH:25]=[CH:24][C:23]=3[CH3:32])=[CH:19][CH:20]=2)=[O:15])=[C:7]([O:33][CH3:34])[N:6]=[C:5]([N:4]2[CH2:3][CH2:2][NH:1][C:42]2=[O:43])[N:10]=1. The catalyst class is: 46. (4) Reactant: [Br:1][C:2]1[CH:3]=[C:4]2[C:8](=[CH:9][CH:10]=1)[CH:7](Cl)[CH2:6][CH2:5]2.[CH3:12][NH:13][CH3:14]. Product: [Br:1][C:2]1[CH:3]=[C:4]2[C:8](=[CH:9][CH:10]=1)[CH:7]([N:13]([CH3:14])[CH3:12])[CH2:6][CH2:5]2. The catalyst class is: 11. (5) Reactant: Br[C:2]1[CH:7]=[CH:6][C:5]([N+:8]([O-:10])=[O:9])=[CH:4][C:3]=1[O:11][CH3:12].[F:13][C:14]([F:19])([F:18])C([O-])=O.[K+].C1(C)C=CC=CC=1. Product: [CH3:12][O:11][C:3]1[CH:4]=[C:5]([N+:8]([O-:10])=[O:9])[CH:6]=[CH:7][C:2]=1[C:14]([F:19])([F:18])[F:13]. The catalyst class is: 9. (6) Reactant: [C:1]([C:5]1[CH:6]=[C:7]([NH2:25])[N:8]([C:10]2[CH:15]=[CH:14][CH:13]=[C:12]([O:16][CH2:17][CH2:18][N:19]3[CH2:24][CH2:23][O:22][CH2:21][CH2:20]3)[CH:11]=2)[N:9]=1)([CH3:4])([CH3:3])[CH3:2].C(N(C(C)C)CC)(C)C.[Cl:35][C:36]([Cl:43])([Cl:42])[CH2:37][O:38][C:39](Cl)=[O:40]. The catalyst class is: 1. Product: [Cl:35][C:36]([Cl:43])([Cl:42])[CH2:37][O:38][C:39](=[O:40])[NH:25][C:7]1[N:8]([C:10]2[CH:15]=[CH:14][CH:13]=[C:12]([O:16][CH2:17][CH2:18][N:19]3[CH2:24][CH2:23][O:22][CH2:21][CH2:20]3)[CH:11]=2)[N:9]=[C:5]([C:1]([CH3:4])([CH3:2])[CH3:3])[CH:6]=1. (7) Reactant: [Cl:1][C:2]1[C:3]([C:8]([OH:10])=O)=[N:4][CH:5]=[CH:6][N:7]=1.Cl.[CH3:12][NH:13][O:14][CH3:15].CCN(C(C)C)C(C)C. Product: [Cl:1][C:2]1[C:3]([C:8]([N:13]([O:14][CH3:15])[CH3:12])=[O:10])=[N:4][CH:5]=[CH:6][N:7]=1. The catalyst class is: 1.